Task: Predict the reaction yield, written as a fraction of the theoretical maximum amount of product (1.0 means a 100% yield; for example, 0.34 means a 34% yield).. Dataset: Reaction yield outcomes from USPTO patents with 853,638 reactions The reactants are [OH:1][C:2]1[C:9]([OH:10])=[CH:8][CH:7]=[CH:6][C:3]=1[CH:4]=[O:5].C(=O)([O-])[O-].[K+].[K+].I[CH2:18][CH2:19][CH3:20].O. The catalyst is CN(C=O)C. The product is [OH:10][C:9]1[C:2]([O:1][CH2:18][CH2:19][CH3:20])=[C:3]([CH:6]=[CH:7][CH:8]=1)[CH:4]=[O:5]. The yield is 0.420.